This data is from Full USPTO retrosynthesis dataset with 1.9M reactions from patents (1976-2016). The task is: Predict the reactants needed to synthesize the given product. (1) Given the product [C:17]([C:19]1[N:23]([CH3:24])[C:22]([C:2]2[C:7]([F:8])=[CH:6][C:5]([S:9]([NH:12][CH:13]3[CH2:15][CH2:14]3)(=[O:11])=[O:10])=[C:4]([F:16])[CH:3]=2)=[CH:21][CH:20]=1)#[N:18], predict the reactants needed to synthesize it. The reactants are: Br[C:2]1[C:7]([F:8])=[CH:6][C:5]([S:9]([NH:12][CH:13]2[CH2:15][CH2:14]2)(=[O:11])=[O:10])=[C:4]([F:16])[CH:3]=1.[C:17]([C:19]1[N:23]([CH3:24])[C:22](B(O)O)=[CH:21][CH:20]=1)#[N:18].[F-].[K+].C(P(C(C)(C)C)C(C)(C)C)(C)(C)C. (2) Given the product [F:1][C:2]1[CH:7]=[CH:6][C:5]([CH2:8][CH2:9][NH:10][C:14]([C:16]2[N:17]=[C:18]3[CH:23]=[CH:22][C:21]([N:24]4[CH2:29][CH2:28][N:27]([C:30](=[O:42])[C:31]5[CH:36]=[C:35]([F:37])[CH:34]=[CH:33][C:32]=5[C:38]([F:39])([F:41])[F:40])[CH2:26][CH2:25]4)=[N:20][N:19]3[CH:43]=2)=[O:13])=[CH:4][CH:3]=1, predict the reactants needed to synthesize it. The reactants are: [F:1][C:2]1[CH:7]=[CH:6][C:5]([CH2:8][CH2:9][NH2:10])=[CH:4][CH:3]=1.C([O:13][C:14]([C:16]1[N:17]=[C:18]2[CH:23]=[CH:22][C:21]([N:24]3[CH2:29][CH2:28][N:27]([C:30](=[O:42])[C:31]4[CH:36]=[C:35]([F:37])[CH:34]=[CH:33][C:32]=4[C:38]([F:41])([F:40])[F:39])[CH2:26][CH2:25]3)=[N:20][N:19]2[CH:43]=1)=O)C. (3) Given the product [F:33][C:2]([F:1])([F:32])[C:3]1[CH:27]=[C:26]([C:28]([F:29])([F:31])[F:30])[CH:25]=[CH:24][C:4]=1[CH2:5][N:6]1[C:14]2[C:9](=[CH:10][C:11]([CH:15]=[C:16]3[S:20][C:19]([N:37]4[CH2:38][CH2:39][N:34]([CH2:40][CH2:41][OH:42])[CH2:35][CH2:36]4)=[N:18][C:17]3=[O:23])=[CH:12][CH:13]=2)[CH:8]=[N:7]1, predict the reactants needed to synthesize it. The reactants are: [F:1][C:2]([F:33])([F:32])[C:3]1[CH:27]=[C:26]([C:28]([F:31])([F:30])[F:29])[CH:25]=[CH:24][C:4]=1[CH2:5][N:6]1[C:14]2[C:9](=[CH:10][C:11]([CH:15]=[C:16]3[S:20][C:19](SC)=[N:18][C:17]3=[O:23])=[CH:12][CH:13]=2)[CH:8]=[N:7]1.[N:34]1([CH2:40][CH2:41][OH:42])[CH2:39][CH2:38][NH:37][CH2:36][CH2:35]1. (4) Given the product [CH3:50][O:49][C:47]([C:44]1([C:41]2[CH:42]=[CH:43][C:38]([C:22]3[CH:23]=[CH:24][C:19]([C:18]4[N:17]=[N:16][N:15]([CH3:26])[C:14]=4[NH:13][C:12]([O:11][CH:9]([C:5]4[CH:6]=[CH:7][CH:8]=[C:3]([C:2]([F:29])([F:28])[F:1])[CH:4]=4)[CH3:10])=[O:27])=[CH:20][CH:21]=3)=[CH:39][CH:40]=2)[CH2:46][CH2:45]1)=[O:48], predict the reactants needed to synthesize it. The reactants are: [F:1][C:2]([F:29])([F:28])[C:3]1[CH:4]=[C:5]([CH:9]([O:11][C:12](=[O:27])[NH:13][C:14]2[N:15]([CH3:26])[N:16]=[N:17][C:18]=2[C:19]2[CH:24]=[CH:23][C:22](Br)=[CH:21][CH:20]=2)[CH3:10])[CH:6]=[CH:7][CH:8]=1.CC1(C)C(C)(C)OB([C:38]2[CH:43]=[CH:42][C:41]([C:44]3([C:47]([O:49][CH3:50])=[O:48])[CH2:46][CH2:45]3)=[CH:40][CH:39]=2)O1.CC(C1C=C(C(C)C)C(C2C=CC=CC=2P(C2CCCCC2)C2CCCCC2)=C(C(C)C)C=1)C.[O-]P([O-])([O-])=O.[K+].[K+].[K+].